Dataset: M1 muscarinic receptor agonist screen with 61,833 compounds. Task: Binary Classification. Given a drug SMILES string, predict its activity (active/inactive) in a high-throughput screening assay against a specified biological target. (1) The molecule is O=C(N(CCc1ccc(OC)cc1)Cc1[nH]c2c(c(=O)n1)cccc2)COC. The result is 0 (inactive). (2) The result is 0 (inactive). The drug is O1CCN(CC1)Cc1n(nnn1)Cc1ccc(OC)cc1. (3) The compound is S(=O)(=O)(N1CCOCC1)c1cc(ccc1)C(O)=O. The result is 0 (inactive). (4) The molecule is Fc1ccc(C2N=c3n([nH]c(n3)N)C(C2)c2ccc(OCC)cc2)cc1. The result is 0 (inactive). (5) The molecule is Clc1c(c2noc(c2C(=O)Nc2cc3OCOc3cc2)C)c(Cl)ccc1. The result is 0 (inactive).